From a dataset of Full USPTO retrosynthesis dataset with 1.9M reactions from patents (1976-2016). Predict the reactants needed to synthesize the given product. (1) The reactants are: [Br:1][C:2]1[CH:7]=[C:6]([CH3:8])[CH:5]=[C:4]([CH2:9]Br)[CH:3]=1.C([S:14][CH2:15][C@@H:16]([CH3:20])[C:17]([OH:19])=[O:18])(=O)C.[OH-].[Na+].CCOC(C)=O. Given the product [Br:1][C:2]1[CH:3]=[C:4]([CH:5]=[C:6]([CH3:8])[CH:7]=1)[CH2:9][S:14][CH2:15][C@@H:16]([CH3:20])[C:17]([OH:19])=[O:18], predict the reactants needed to synthesize it. (2) The reactants are: [CH3:1][N:2]([C@@H:12]1[C@H:17]([CH3:18])[CH2:16][CH2:15][NH:14][CH2:13]1)[C:3]1[C:4]2[CH:11]=[CH:10][NH:9][C:5]=2[N:6]=[CH:7][N:8]=1.[C:19]([CH2:21][C:22](Cl)=[O:23])#[N:20]. Given the product [CH3:18][C@@H:17]1[CH2:16][CH2:15][N:14]([C:22](=[O:23])[CH2:21][C:19]#[N:20])[CH2:13][C@@H:12]1[N:2]([CH3:1])[C:3]1[C:4]2[CH:11]=[CH:10][NH:9][C:5]=2[N:6]=[CH:7][N:8]=1, predict the reactants needed to synthesize it. (3) Given the product [CH3:11][NH:10][C:9](=[O:18])[C@H:8]([CH2:1][C:2]1[CH:7]=[CH:6][CH:5]=[CH:4][CH:3]=1)[NH2:12], predict the reactants needed to synthesize it. The reactants are: [CH2:1]([C@@H:8]1[NH:12][C@H:11](C(C)(C)C)[N:10](C)[C:9]1=[O:18])[C:2]1[CH:7]=[CH:6][CH:5]=[CH:4][CH:3]=1.COC(=O)[C@H](CC1C=CC=CC=1)N. (4) Given the product [C:11]([O:15][C:16](=[O:26])[NH:17][C@@H:18]([C:23](=[O:24])[NH:7][CH2:8][CH2:9][SH:10])[C:19]([CH3:22])([CH3:21])[CH3:20])([CH3:14])([CH3:12])[CH3:13], predict the reactants needed to synthesize it. The reactants are: C(=O)(O)[O-].[Na+].Cl.[NH2:7][CH2:8][CH2:9][SH:10].[C:11]([O:15][C:16](=[O:26])[NH:17][C@@H:18]([C:23](F)=[O:24])[C:19]([CH3:22])([CH3:21])[CH3:20])([CH3:14])([CH3:13])[CH3:12]. (5) Given the product [CH3:1][C@H:2]1[CH2:11][C:10]2[C:5](=[CH:6][CH:7]=[C:8]([C@@H:12]3[O:17][CH2:16][C@H:15]4[CH2:18][N:19]([C:22]([O:24][C:25]([CH3:28])([CH3:27])[CH3:26])=[O:23])[CH2:20][CH2:21][N:14]4[CH2:13]3)[CH:9]=2)[C:4](=[O:29])[O:3]1.[CH3:30][C@H:31]1[CH2:40][C:39]2[C:34](=[CH:35][CH:36]=[C:37]([C@H:41]3[O:46][CH2:45][C@H:44]4[CH2:47][N:48]([C:51]([O:53][C:54]([CH3:57])([CH3:56])[CH3:55])=[O:52])[CH2:49][CH2:50][N:43]4[CH2:42]3)[CH:38]=2)[C:33](=[O:58])[O:32]1, predict the reactants needed to synthesize it. The reactants are: [CH3:1][C@@H:2]1[CH2:11][C:10]2[C:5](=[CH:6][CH:7]=[C:8]([C@H:12]3[O:17][CH2:16][C@@H:15]4[CH2:18][N:19]([C:22]([O:24][C:25]([CH3:28])([CH3:27])[CH3:26])=[O:23])[CH2:20][CH2:21][N:14]4[CH2:13]3)[CH:9]=2)[C:4](=[O:29])[O:3]1.[CH3:30][C@@H:31]1[CH2:40][C:39]2[C:34](=[CH:35][CH:36]=[C:37]([C@@H:41]3[O:46][CH2:45][C@@H:44]4[CH2:47][N:48]([C:51]([O:53][C:54]([CH3:57])([CH3:56])[CH3:55])=[O:52])[CH2:49][CH2:50][N:43]4[CH2:42]3)[CH:38]=2)[C:33](=[O:58])[O:32]1.BrC1C=C2C(=CC=1)C(=O)O[C@@H](C)C2.OC[C@@H]1NCCN(C(OC(C)(C)C)=O)C1. (6) Given the product [O:25]1[CH2:24][CH2:23][CH2:22][CH:21]1[CH2:20][NH:26][C:2]1[N:7]2[N:8]=[C:9]([NH:11][C:12](=[O:19])[C:13]3[CH:18]=[CH:17][CH:16]=[CH:15][CH:14]=3)[N:10]=[C:6]2[CH:5]=[CH:4][CH:3]=1, predict the reactants needed to synthesize it. The reactants are: Cl[C:2]1[N:7]2[N:8]=[C:9]([NH:11][C:12](=[O:19])[C:13]3[CH:18]=[CH:17][CH:16]=[CH:15][CH:14]=3)[N:10]=[C:6]2[CH:5]=[CH:4][CH:3]=1.[CH2:20]([NH2:26])[CH:21]1[O:25][CH2:24][CH2:23][CH2:22]1. (7) Given the product [F:15][C:3]1[C:2]([C:16]#[N:17])=[CH:14][C:6]2[O:7][C:8]3([C:11](=[O:13])[NH:12][C:5]=2[CH:4]=1)[CH2:10][CH2:9]3, predict the reactants needed to synthesize it. The reactants are: Br[C:2]1[C:3]([F:15])=[CH:4][C:5]2[NH:12][C:11](=[O:13])[C:8]3([CH2:10][CH2:9]3)[O:7][C:6]=2[CH:14]=1.[CH3:16][N:17](C=O)C. (8) Given the product [CH3:26][N:27]([CH2:29][CH2:30][CH2:31][O:25][C:19]1[CH:18]=[C:17]2[C:22]([C:13]([O:12][C:7]3[CH:8]=[C:9]4[C:4](=[CH:5][CH:6]=3)[NH:3][C:2]([CH3:1])=[C:10]4[CH3:11])=[N:14][CH:15]=[N:16]2)=[CH:21][C:20]=1[O:23][CH3:24])[CH3:28], predict the reactants needed to synthesize it. The reactants are: [CH3:1][C:2]1[NH:3][C:4]2[C:9]([C:10]=1[CH3:11])=[CH:8][C:7]([O:12][C:13]1[C:22]3[C:17](=[CH:18][C:19]([OH:25])=[C:20]([O:23][CH3:24])[CH:21]=3)[N:16]=[CH:15][N:14]=1)=[CH:6][CH:5]=2.[CH3:26][N:27]([CH2:29][CH2:30][CH2:31]O)[CH3:28]. (9) The reactants are: [CH3:1][C:2]([CH3:4])=O.[NH2:5][CH2:6][CH2:7][N:8]1[C:20]2[CH:19]=[CH:18][C:17]([C:21](=[O:23])[CH3:22])=[CH:16][C:15]=2[C:14]2[C:9]1=[CH:10][CH:11]=[C:12]([C:24](=[O:26])[CH3:25])[CH:13]=2.C([O-])(O)=O.[Na+].Cl. Given the product [CH:2]([NH:5][CH2:6][CH2:7][N:8]1[C:20]2[CH:19]=[CH:18][C:17]([C:21](=[O:23])[CH3:22])=[CH:16][C:15]=2[C:14]2[C:9]1=[CH:10][CH:11]=[C:12]([C:24](=[O:26])[CH3:25])[CH:13]=2)([CH3:4])[CH3:1], predict the reactants needed to synthesize it. (10) Given the product [C:17]([O:16][C:14]([N:5]1[C:4]([C:7]2[CH:12]=[CH:11][C:10]([Cl:13])=[CH:9][CH:8]=2)=[CH:3][C:2]([NH2:1])=[N:6]1)=[O:15])([CH3:20])([CH3:19])[CH3:18], predict the reactants needed to synthesize it. The reactants are: [NH2:1][C:2]1[NH:6][N:5]=[C:4]([C:7]2[CH:12]=[CH:11][C:10]([Cl:13])=[CH:9][CH:8]=2)[CH:3]=1.[C:14](O[C:14]([O:16][C:17]([CH3:20])([CH3:19])[CH3:18])=[O:15])([O:16][C:17]([CH3:20])([CH3:19])[CH3:18])=[O:15].